This data is from Full USPTO retrosynthesis dataset with 1.9M reactions from patents (1976-2016). The task is: Predict the reactants needed to synthesize the given product. (1) Given the product [C:30]1([NH:36][C:37]([NH:39][C:22]2[CH:21]=[C:20]([C:18]3[N:19]=[C:14]([NH:13][C@@H:10]4[CH2:11][CH2:12][NH:8][CH2:9]4)[C:15]4[S:29][CH:28]=[CH:27][C:16]=4[N:17]=3)[CH:25]=[CH:24][N:23]=2)=[O:38])[CH:35]=[CH:34][CH:33]=[CH:32][CH:31]=1, predict the reactants needed to synthesize it. The reactants are: C(OC([N:8]1[CH2:12][CH2:11][C@@H:10]([NH:13][C:14]2[C:15]3[S:29][CH:28]=[CH:27][C:16]=3[N:17]=[C:18]([C:20]3[CH:25]=[CH:24][N:23]=[C:22](Cl)[CH:21]=3)[N:19]=2)[CH2:9]1)=O)(C)(C)C.[C:30]1([NH:36][C:37]([NH2:39])=[O:38])[CH:35]=[CH:34][CH:33]=[CH:32][CH:31]=1.C1(P(C2CCCCC2)C2C=CC=CC=2C2C=CC=CC=2N(C)C)CCCCC1.C([O-])([O-])=O.[Cs+].[Cs+]. (2) Given the product [Br:13][C:14]1[C:15](=[O:36])[C:16]([O:28][CH2:29][C:30]2[CH:35]=[CH:34][CH:33]=[CH:32][CH:31]=2)=[C:17]2[C:24](=[O:25])[N:7]3[CH2:6][C@H:2]4[CH2:3][CH2:4][CH2:5][N:1]4[C@@H:21]3[CH2:20][N:18]2[CH:19]=1, predict the reactants needed to synthesize it. The reactants are: [NH:1]1[CH2:5][CH2:4][CH2:3][C@@H:2]1[CH2:6][NH2:7].CN(C=O)C.[Br:13][C:14]1[C:15](=[O:36])[C:16]([O:28][CH2:29][C:30]2[CH:35]=[CH:34][CH:33]=[CH:32][CH:31]=2)=[C:17]([C:24](OC)=[O:25])[N:18]([CH2:20][CH:21](O)O)[CH:19]=1.[Br-]. (3) Given the product [NH2:24][C:15]1[CH:16]=[N:17][C:18]2[C:23]([C:14]=1[NH:13][CH2:12][C:2]([CH3:27])([CH3:1])[CH2:3][NH:4][C:5](=[O:11])[O:6][C:7]([CH3:9])([CH3:8])[CH3:10])=[CH:22][CH:21]=[CH:20][CH:19]=2, predict the reactants needed to synthesize it. The reactants are: [CH3:1][C:2]([CH3:27])([CH2:12][NH:13][C:14]1[C:23]2[C:18](=[CH:19][CH:20]=[CH:21][CH:22]=2)[N:17]=[CH:16][C:15]=1[N+:24]([O-])=O)[CH2:3][NH:4][C:5](=[O:11])[O:6][C:7]([CH3:10])([CH3:9])[CH3:8].CO. (4) Given the product [CH3:28][C:3]1([CH3:29])[CH:2]([C:30]2[CH:31]=[CH:32][C:33]([C:36]3[CH:37]=[CH:38][CH:39]=[CH:40][CH:41]=3)=[CH:34][CH:35]=2)[C:6]2[C:7]([CH3:27])=[C:8]([N:13]3[CH2:14][CH2:15][N:16]([C:19]4[CH:20]=[CH:21][C:22]([O:25][CH3:26])=[CH:23][CH:24]=4)[CH2:17][CH2:18]3)[C:9]([CH3:12])=[C:10]([CH3:11])[C:5]=2[O:4]1, predict the reactants needed to synthesize it. The reactants are: O[C:2]1([C:30]2[CH:35]=[CH:34][C:33]([C:36]3[CH:41]=[CH:40][CH:39]=[CH:38][CH:37]=3)=[CH:32][CH:31]=2)[C:6]2[C:7]([CH3:27])=[C:8]([N:13]3[CH2:18][CH2:17][N:16]([C:19]4[CH:24]=[CH:23][C:22]([O:25][CH3:26])=[CH:21][CH:20]=4)[CH2:15][CH2:14]3)[C:9]([CH3:12])=[C:10]([CH3:11])[C:5]=2[O:4][C:3]1([CH3:29])[CH3:28]. (5) Given the product [F:17][C:15]1[CH:14]=[C:13]([N:18]2[CH2:22][CH2:21][CH2:20][CH:19]2[C:23]2[CH:24]=[C:25]([C:40]([N:3]([CH3:4])[CH3:2])=[O:41])[CH:26]=[C:27]3[C:32]=2[O:31][C:30]([N:33]2[CH2:38][CH2:37][O:36][CH2:35][CH2:34]2)=[CH:29][C:28]3=[O:39])[CH:12]=[C:11]([F:10])[CH:16]=1, predict the reactants needed to synthesize it. The reactants are: C[CH2:2][N:3](C(C)C)[CH:4](C)C.[F:10][C:11]1[CH:12]=[C:13]([N:18]2[CH2:22][CH2:21][CH2:20][CH:19]2[C:23]2[CH:24]=[C:25]([C:40](O)=[O:41])[CH:26]=[C:27]3[C:32]=2[O:31][C:30]([N:33]2[CH2:38][CH2:37][O:36][CH2:35][CH2:34]2)=[CH:29][C:28]3=[O:39])[CH:14]=[C:15]([F:17])[CH:16]=1.[B-](F)(F)(F)F.CN(C(ON1C(=O)CCC1=O)=[N+](C)C)C.CNC. (6) Given the product [NH2:12][C:13]1[C:18]2[C:19](=[O:39])[N:20]([C:24]3[CH:25]=[CH:26][C:27]([CH:30]4[CH2:31][CH2:32][CH:33]([CH2:36][C:37]5[NH:38][N:11]=[N:10][N:9]=5)[CH2:34][CH2:35]4)=[CH:28][CH:29]=3)[CH2:21][CH2:22][O:23][C:17]=2[N:16]=[CH:15][N:14]=1, predict the reactants needed to synthesize it. The reactants are: C[Al](C)C.C[Si]([N:9]=[N+:10]=[N-:11])(C)C.[NH2:12][C:13]1[C:18]2[C:19](=[O:39])[N:20]([C:24]3[CH:29]=[CH:28][C:27]([C@H:30]4[CH2:35][CH2:34][C@H:33]([CH2:36][C:37]#[N:38])[CH2:32][CH2:31]4)=[CH:26][CH:25]=3)[CH2:21][CH2:22][O:23][C:17]=2[N:16]=[CH:15][N:14]=1. (7) Given the product [NH2:1][C:2]1[N:7]=[C:6]([C:8]2[O:9][CH:10]=[CH:11][CH:12]=2)[C:5]([C:13]#[N:14])=[C:4]([CH:15]([CH3:17])[CH3:16])[N:3]=1, predict the reactants needed to synthesize it. The reactants are: [NH2:1][C:2]1[N:7]=[C:6]([C:8]2[O:9][CH:10]=[CH:11][CH:12]=2)[C:5]([C:13]#[N:14])=[C:4]([C:15]([CH3:17])=[CH2:16])[N:3]=1.[H][H]. (8) Given the product [CH3:26][S:27]([C:30]1[N:35]=[CH:34][C:33]([C:2]2[CH:3]=[C:4]3[CH2:25][C:9]4([CH2:24][C:11]5([CH2:16][CH2:15][N:14]([C:17]([O:19][C:20]([CH3:22])([CH3:21])[CH3:23])=[O:18])[CH2:13][CH2:12]5)[CH2:10]4)[O:8][C:5]3=[CH:6][N:7]=2)=[CH:32][CH:31]=1)(=[O:29])=[O:28], predict the reactants needed to synthesize it. The reactants are: Cl[C:2]1[CH:3]=[C:4]2[CH2:25][C:9]3([CH2:24][C:11]4([CH2:16][CH2:15][N:14]([C:17]([O:19][C:20]([CH3:23])([CH3:22])[CH3:21])=[O:18])[CH2:13][CH2:12]4)[CH2:10]3)[O:8][C:5]2=[CH:6][N:7]=1.[CH3:26][S:27]([C:30]1[N:35]=[CH:34][C:33](B2OC(C)(C)C(C)(C)O2)=[CH:32][CH:31]=1)(=[O:29])=[O:28].